This data is from Full USPTO retrosynthesis dataset with 1.9M reactions from patents (1976-2016). The task is: Predict the reactants needed to synthesize the given product. (1) The reactants are: [NH2:1][C:2]1[CH:3]=[C:4]2[C:8](=[CH:9][CH:10]=1)[N:7]([CH3:11])[C:6]([CH2:12][OH:13])=[CH:5]2.[O:14]([C:21]1[CH:27]=[CH:26][C:24]([NH2:25])=[CH:23][CH:22]=1)[C:15]1[CH:20]=[CH:19][CH:18]=[CH:17][CH:16]=1.[C:28](N1C=CN=C1)(N1C=CN=C1)=[O:29]. Given the product [OH:13][CH2:12][C:6]1[N:7]([CH3:11])[C:8]2[C:4]([CH:5]=1)=[CH:3][C:2]([NH:1][C:28]([NH:25][C:24]1[CH:23]=[CH:22][C:21]([O:14][C:15]3[CH:16]=[CH:17][CH:18]=[CH:19][CH:20]=3)=[CH:27][CH:26]=1)=[O:29])=[CH:10][CH:9]=2, predict the reactants needed to synthesize it. (2) Given the product [C:1]([O:5][C:6](=[O:34])[NH:7][CH2:8][CH2:9][CH2:10][N:11]([CH:12]([C:16]1[C:25]([CH2:26][C:27]2[CH:28]=[CH:29][CH:30]=[CH:31][CH:32]=2)=[N:24][C:23]2[C:18](=[CH:19][C:20]([Cl:33])=[CH:21][CH:22]=2)[N:17]=1)[CH:13]1[CH2:14][CH2:15]1)[C:48](=[O:49])[C:45]1[CH:46]=[CH:47][C:42]([CH3:51])=[CH:43][CH:44]=1)([CH3:4])([CH3:2])[CH3:3], predict the reactants needed to synthesize it. The reactants are: [C:1]([O:5][C:6](=[O:34])[NH:7][CH2:8][CH2:9][CH2:10][NH:11][CH:12]([C:16]1[C:25]([CH2:26][C:27]2[CH:32]=[CH:31][CH:30]=[CH:29][CH:28]=2)=[N:24][C:23]2[C:18](=[CH:19][C:20]([Cl:33])=[CH:21][CH:22]=2)[N:17]=1)[CH:13]1[CH2:15][CH2:14]1)([CH3:4])([CH3:3])[CH3:2].CCN(CC)CC.[C:42]1([CH3:51])[CH:47]=[CH:46][C:45]([C:48](Cl)=[O:49])=[CH:44][CH:43]=1. (3) Given the product [F:1][C@@H:2]1[C@@H:6]([CH2:7][O:8][C:39](=[O:40])[CH:38]([O:37][C:35](=[O:36])[C@H:31]([CH:32]([CH3:34])[CH3:33])[NH:30][C:20]([O:22][CH2:23][C:24]2[CH:29]=[CH:28][CH:27]=[CH:26][CH:25]=2)=[O:21])[CH2:42][O:43][C:44](=[O:60])[C@H:45]([CH:57]([CH3:59])[CH3:58])[NH:46][C:47]([O:49][CH2:50][C:51]2[CH:56]=[CH:55][CH:54]=[CH:53][CH:52]=2)=[O:48])[O:5][C@@H:4]([N:9]2[C:19]3[N:18]=[C:16]([NH2:17])[NH:15][C:13](=[O:14])[C:12]=3[N:11]=[CH:10]2)[CH2:3]1, predict the reactants needed to synthesize it. The reactants are: [F:1][C@@H:2]1[C@@H:6]([CH2:7][OH:8])[O:5][C@@H:4]([N:9]2[C:19]3[N:18]=[C:16]([NH2:17])[NH:15][C:13](=[O:14])[C:12]=3[N:11]=[CH:10]2)[CH2:3]1.[C:20]([NH:30][C@H:31]([C:35]([O:37][CH:38]([CH2:42][O:43][C:44](=[O:60])[C@H:45]([CH:57]([CH3:59])[CH3:58])[NH:46][C:47]([O:49][CH2:50][C:51]1[CH:56]=[CH:55][CH:54]=[CH:53][CH:52]=1)=[O:48])[C:39](O)=[O:40])=[O:36])[CH:32]([CH3:34])[CH3:33])([O:22][CH2:23][C:24]1[CH:29]=[CH:28][CH:27]=[CH:26][CH:25]=1)=[O:21].C1C=CC2N(O)N=NC=2C=1.C1CCC(N=C=NC2CCCCC2)CC1. (4) Given the product [CH3:16][O:15][CH2:20][C:2]1[CH:3]=[CH:4][C:5]([O:10][C:11]([F:14])([F:13])[F:12])=[C:6]([CH:9]=1)[CH:7]=[O:8], predict the reactants needed to synthesize it. The reactants are: Br[C:2]1[CH:3]=[CH:4][C:5]([O:10][C:11]([F:14])([F:13])[F:12])=[C:6]([CH:9]=1)[CH:7]=[O:8].[O:15]1[CH2:20]COC[CH2:16]1.COC[B-](F)(F)F.[K+].C(=O)([O-])[O-].[Cs+].[Cs+]. (5) Given the product [F:1][C:2]1[CH:3]=[CH:4][C:5]([CH2:8][CH2:9][C:10]2[N:11]([C:15]3[CH:20]=[CH:19][C:18]([N:21]4[C:35](=[O:36])[CH2:34][C:33](=[O:40])[NH:32][C:23]5[C:24]6[C:29]([CH:30]=[CH:31][C:22]4=5)=[CH:28][CH:27]=[CH:26][CH:25]=6)=[CH:17][CH:16]=3)[CH:12]=[CH:13][N:14]=2)=[CH:6][CH:7]=1, predict the reactants needed to synthesize it. The reactants are: [F:1][C:2]1[CH:7]=[CH:6][C:5]([CH2:8][CH2:9][C:10]2[N:11]([C:15]3[CH:20]=[CH:19][C:18]([NH:21][C:22]4[CH:31]=[CH:30][C:29]5[C:24](=[CH:25][CH:26]=[CH:27][CH:28]=5)[C:23]=4[NH:32][C:33](=[O:40])[CH2:34][C:35](OCC)=[O:36])=[CH:17][CH:16]=3)[CH:12]=[CH:13][N:14]=2)=[CH:4][CH:3]=1.[N+](C1C2C(=CC=CC=2)C=CC=1NC1C=CC(N)=CC=1)([O-])=O.FC1C=CC(CCC(O)=O)=CC=1.O=C(NC1C2C(=CC=CC=2)C=CC=1NC1C=CC=C(N2C(CCC3C=CC=CN=3)=NN=N2)C=1)C(OCC)=O.Cl.COC1C=CC=CC=1CCC1N(C2C=CC(N3C(=O)CC(=O)NC4C5C(C=CC3=4)=CC=CC=5)=CC=2)C=CN=1.N1C=CC=CC=1CCC1N(C2C=C(NC3C(N)=CC=C4C=3C=CC=C4)C=CC=2)N=NN=1.Cl.N1C=CC=CC=1CCC1N(C2C=C(N3C4C=CC5C=CC=CC=5C=4NC(=O)C3=O)C=CC=2)N=NN=1. (6) Given the product [CH3:20][O:21][C:22](=[O:31])[C:23]1[CH:28]=[CH:27][C:26]([CH2:29][N:7]([C:8]2[CH:13]=[CH:12][C:11]([CH3:14])=[CH:10][C:9]=2[N+:15]([O-:17])=[O:16])[C:5](=[O:6])[C:4]([F:18])([F:19])[F:3])=[CH:25][CH:24]=1, predict the reactants needed to synthesize it. The reactants are: [H-].[Na+].[F:3][C:4]([F:19])([F:18])[C:5]([NH:7][C:8]1[CH:13]=[CH:12][C:11]([CH3:14])=[CH:10][C:9]=1[N+:15]([O-:17])=[O:16])=[O:6].[CH3:20][O:21][C:22](=[O:31])[C:23]1[CH:28]=[CH:27][C:26]([CH2:29]Br)=[CH:25][CH:24]=1. (7) Given the product [ClH:1].[CH3:2][O:3][C:4]1[CH:5]=[C:6]2[C:10](=[CH:11][CH:12]=1)[NH:9][N:8]=[C:7]2[C:13]([NH:15][CH2:16][CH:17]1[CH2:22][CH2:21][NH:20][CH2:19][CH2:18]1)=[O:14], predict the reactants needed to synthesize it. The reactants are: [ClH:1].[CH3:2][O:3][C:4]1[CH:5]=[C:6]2[C:10](=[CH:11][CH:12]=1)[NH:9][N:8]=[C:7]2[C:13]([NH:15][CH2:16][CH:17]1[CH2:22][CH2:21][N:20](C(OC(C)(C)C)=O)[CH2:19][CH2:18]1)=[O:14].